Task: Binary Classification. Given a drug SMILES string, predict its activity (active/inactive) in a high-throughput screening assay against a specified biological target.. Dataset: Orexin1 receptor HTS with 218,158 compounds and 233 confirmed actives (1) The molecule is S(c1[nH]n2c(=O)c3CCCc3nc2n1)Cc1ccccc1. The result is 0 (inactive). (2) The molecule is S(CC(=O)c1sccc1)c1nnc(c2ccccc2)cc1. The result is 1 (active). (3) The molecule is S(=O)(=O)(N1CC(CCC1)C(=O)NC1C(CCCC1)C)c1c(noc1/C=C\N(C)C)C. The result is 0 (inactive). (4) The compound is Fc1c(C(=O)Nc2c(C(=O)NCC3OCCC3)cccc2)cccc1. The result is 0 (inactive). (5) The molecule is S(=O)(=O)(N1CCC(CC1)C(=O)Nc1c(n(n(c1=O)c1ccccc1)C)C)c1ccccc1. The result is 0 (inactive). (6) The drug is S(=O)(=O)(N1CC(N2CCN(CC2)c2ccc(OC)cc2)CCC1)c1c(cc(cc1)C)C. The result is 0 (inactive). (7) The drug is O1C(CC\C=C(/C)C)(C=Cc2c1c(cc1c2[nH]c2c1ccc(O)c2)C)C. The result is 0 (inactive).